This data is from Forward reaction prediction with 1.9M reactions from USPTO patents (1976-2016). The task is: Predict the product of the given reaction. Given the reactants COCCOC.Br[C:8]1[C:9]([C:14]([O:16][CH3:17])=[O:15])=[N:10][CH:11]=[CH:12][N:13]=1.[C:18]([O:22][C:23]([NH:25][CH2:26][C:27]1[CH:32]=[CH:31][CH:30]=[CH:29][C:28]=1B(O)O)=[O:24])([CH3:21])([CH3:20])[CH3:19].C(=O)([O-])[O-].[Na+].[Na+], predict the reaction product. The product is: [C:18]([O:22][C:23]([NH:25][CH2:26][C:27]1[CH:32]=[CH:31][CH:30]=[CH:29][C:28]=1[C:8]1[C:9]([C:14]([O:16][CH3:17])=[O:15])=[N:10][CH:11]=[CH:12][N:13]=1)=[O:24])([CH3:21])([CH3:19])[CH3:20].